Dataset: Reaction yield outcomes from USPTO patents with 853,638 reactions. Task: Predict the reaction yield, written as a fraction of the theoretical maximum amount of product (1.0 means a 100% yield; for example, 0.34 means a 34% yield). The reactants are [C:1]([O:5][C:6]([N:8]1[C:17]2[C:12](=[CH:13][C:14](Br)=[CH:15][N:16]=2)[CH2:11][CH2:10][CH2:9]1)=[O:7])([CH3:4])([CH3:3])[CH3:2].[C:19]([O:23][CH2:24][C:25]1[CH:30]=[CH:29][CH:28]=[CH:27][CH:26]=1)(=[O:22])[CH:20]=[CH2:21].CC1C=CC=CC=1P(C1C=CC=CC=1C)C1C=CC=CC=1C.CCN(C(C)C)C(C)C.N#N. The catalyst is C(#N)CC.CC([O-])=O.CC([O-])=O.[Pd+2]. The product is [C:1]([O:5][C:6]([N:8]1[C:17]2[N:16]=[CH:15][C:14](/[CH:21]=[CH:20]/[C:19]([O:23][CH2:24][C:25]3[CH:30]=[CH:29][CH:28]=[CH:27][CH:26]=3)=[O:22])=[CH:13][C:12]=2[CH2:11][CH2:10][CH2:9]1)=[O:7])([CH3:4])([CH3:3])[CH3:2]. The yield is 0.540.